This data is from Full USPTO retrosynthesis dataset with 1.9M reactions from patents (1976-2016). The task is: Predict the reactants needed to synthesize the given product. (1) Given the product [CH3:1][C@H:2]1[CH2:7][CH2:6][CH2:5][NH:4][C@H:3]1[CH2:14][NH:15][C:16]1[CH:21]=[CH:20][C:19]([C:22]([F:25])([F:23])[F:24])=[CH:18][N:17]=1, predict the reactants needed to synthesize it. The reactants are: [CH3:1][C@H:2]1[CH2:7][CH2:6][CH2:5][N:4](C(OCC=C)=O)[C@H:3]1[CH2:14][NH:15][C:16]1[CH:21]=[CH:20][C:19]([C:22]([F:25])([F:24])[F:23])=[CH:18][N:17]=1.N1CCOCC1. (2) Given the product [CH3:13][C:7]1([CH3:14])[CH2:6][C:5]2[C:10](=[CH:11][C:2]([C:25]3[CH:26]=[N:21][CH:22]=[N:23][CH:24]=3)=[CH:3][CH:4]=2)[C:9](=[O:12])[CH2:8]1, predict the reactants needed to synthesize it. The reactants are: Br[C:2]1[CH:11]=[C:10]2[C:5]([CH2:6][C:7]([CH3:14])([CH3:13])[CH2:8][C:9]2=[O:12])=[CH:4][CH:3]=1.O1CCOCC1.[N:21]1[CH:26]=[C:25](B(O)O)[CH:24]=[N:23][CH:22]=1.C(=O)([O-])[O-].[Na+].[Na+]. (3) Given the product [Cl:1][CH2:2][C:3]1[N:6]=[C:17]([C:16]2[CH:20]=[C:21]([C:24]([F:25])([F:27])[F:26])[CH:22]=[CH:23][C:15]=2[F:14])[O:5][N:4]=1, predict the reactants needed to synthesize it. The reactants are: [Cl:1][CH2:2][C:3](=[NH:6])[NH:4][OH:5].C(N(CC)CC)C.[F:14][C:15]1[CH:23]=[CH:22][C:21]([C:24]([F:27])([F:26])[F:25])=[CH:20][C:16]=1[C:17](Cl)=O. (4) Given the product [Cl:19][C:5]1[C:6]([NH:8][C:9]2[CH:18]=[CH:17][CH:16]=[CH:15][C:10]=2[C:11]([NH:13][CH3:14])=[O:12])=[CH:7][C:2]([NH:27][C:26]2[N:22]([CH2:20][CH3:21])[N:23]=[C:24]([CH2:28][CH2:29][N:30]3[CH2:34][CH2:33][CH2:32][CH2:31]3)[CH:25]=2)=[N:3][CH:4]=1, predict the reactants needed to synthesize it. The reactants are: Cl[C:2]1[CH:7]=[C:6]([NH:8][C:9]2[CH:18]=[CH:17][CH:16]=[CH:15][C:10]=2[C:11]([NH:13][CH3:14])=[O:12])[C:5]([Cl:19])=[CH:4][N:3]=1.[CH2:20]([N:22]1[C:26]([NH2:27])=[CH:25][C:24]([CH2:28][CH2:29][N:30]2[CH2:34][CH2:33][CH2:32][CH2:31]2)=[N:23]1)[CH3:21].C(=O)([O-])[O-].[Cs+].[Cs+].C1C=CC(P(C2C(C3C(P(C4C=CC=CC=4)C4C=CC=CC=4)=CC=C4C=3C=CC=C4)=C3C(C=CC=C3)=CC=2)C2C=CC=CC=2)=CC=1. (5) Given the product [CH3:18][C:16]1[CH2:15][N:4]([C:5]([O:6][CH2:7][C:8]2[CH:9]=[CH:10][CH:11]=[CH:12][CH:13]=2)=[O:14])[CH2:1][CH:17]=1, predict the reactants needed to synthesize it. The reactants are: [CH2:1]([N:4]([CH2:15][C:16]([CH3:18])=[CH2:17])[C:5](=[O:14])[O:6][CH2:7][C:8]1[CH:13]=[CH:12][CH:11]=[CH:10][CH:9]=1)C=C. (6) Given the product [CH3:1][O:2][C:3]([C:5]1[S:6][C:7]([CH3:13])=[C:8]([NH2:10])[CH:9]=1)=[O:4], predict the reactants needed to synthesize it. The reactants are: [CH3:1][O:2][C:3]([C:5]1[S:6][C:7]([CH3:13])=[C:8]([N+:10]([O-])=O)[CH:9]=1)=[O:4]. (7) Given the product [NH:17]([C:14]([CH:2]1[CH2:6][CH2:5][N:4]([C:7]([O:9][C:10]([CH3:13])([CH3:12])[CH3:11])=[O:8])[CH2:3]1)=[O:16])[NH2:18], predict the reactants needed to synthesize it. The reactants are: C[C:2]1([C:14]([O-:16])=O)[CH2:6][CH2:5][N:4]([C:7]([O:9][C:10]([CH3:13])([CH3:12])[CH3:11])=[O:8])[CH2:3]1.[NH2:17][NH2:18]. (8) Given the product [C:56]1([C:59]2[CH:60]=[CH:61][CH:62]=[CH:63][CH:64]=2)[CH:55]=[CH:54][C:53]([C:50]([CH3:52])([CH3:51])[C@@H:49]([NH:65][C:7]([C:5]2[O:4][N:3]=[C:2]([OH:1])[CH:6]=2)=[O:9])[CH2:48][C@@H:47]([CH2:66][OH:67])[C:46]([OH:68])=[O:45])=[CH:58][CH:57]=1, predict the reactants needed to synthesize it. The reactants are: [OH:1][C:2]1[CH:6]=[C:5]([C:7]([OH:9])=O)[O:4][N:3]=1.CN(C(ON1N=NC2C=CC=NC1=2)=[N+](C)C)C.F[P-](F)(F)(F)(F)F.CCN(C(C)C)C(C)C.C([O:45][C:46](=[O:68])[C@H:47]([CH2:66][OH:67])[CH2:48][C@H:49]([NH2:65])[C:50]([C:53]1[CH:58]=[CH:57][C:56]([C:59]2[CH:64]=[CH:63][CH:62]=[CH:61][CH:60]=2)=[CH:55][CH:54]=1)([CH3:52])[CH3:51])C.[Li+].[OH-].